From a dataset of Forward reaction prediction with 1.9M reactions from USPTO patents (1976-2016). Predict the product of the given reaction. (1) The product is: [CH2:1]([O:8][C:9]([N:11]1[CH2:15][CH2:14][CH2:13][C@H:12]1[C:16](=[O:33])[NH:17][C:18]1[CH:19]=[C:20]([C:35]2[CH:36]=[CH:37][C:38]([C:39](=[O:40])[NH:41][CH:42]3[CH2:44][CH2:43]3)=[CH:45][CH:46]=2)[CH:21]=[CH:22][CH:23]=1)=[O:10])[C:2]1[CH:3]=[CH:4][CH:5]=[CH:6][CH:7]=1. Given the reactants [CH2:1]([O:8][C:9]([N:11]1[CH2:15][CH2:14][CH2:13][C@H:12]1[C:16](=[O:33])[NH:17][C:18]1[CH:23]=[CH:22][CH:21]=[C:20](B2OC(C)(C)C(C)(C)O2)[CH:19]=1)=[O:10])[C:2]1[CH:7]=[CH:6][CH:5]=[CH:4][CH:3]=1.Br[C:35]1[CH:46]=[CH:45][C:38]([C:39]([NH:41][CH:42]2[CH2:44][CH2:43]2)=[O:40])=[CH:37][CH:36]=1.CN(C=O)C, predict the reaction product. (2) Given the reactants [F:1][C:2]1[C:31]([F:32])=[CH:30][CH:29]=[CH:28][C:3]=1[CH2:4][NH:5][C:6]1[C:11]([C:12]([NH2:14])=[O:13])=[CH:10][N:9]=[C:8]([NH:15][C:16]2[CH:21]=[CH:20][C:19]([CH:22]3[CH2:27][CH2:26][NH:25][CH2:24][CH2:23]3)=[CH:18][CH:17]=2)[CH:7]=1.CCN(C(C)C)C(C)C.F[C:43]1[CH:48]=[CH:47][CH:46]=[CH:45][N:44]=1.C(O)(C(F)(F)F)=O, predict the reaction product. The product is: [F:1][C:2]1[C:31]([F:32])=[CH:30][CH:29]=[CH:28][C:3]=1[CH2:4][NH:5][C:6]1[C:11]([C:12]([NH2:14])=[O:13])=[CH:10][N:9]=[C:8]([NH:15][C:16]2[CH:17]=[CH:18][C:19]([CH:22]3[CH2:23][CH2:24][N:25]([C:43]4[CH:48]=[CH:47][CH:46]=[CH:45][N:44]=4)[CH2:26][CH2:27]3)=[CH:20][CH:21]=2)[CH:7]=1. (3) Given the reactants [NH2:1][CH2:2][C:3]1[CH:8]=[CH:7][C:6]([CH:9]([CH3:31])[C:10]([NH:12][CH2:13][C:14]2[C:15]([C:24]3[CH:25]=[C:26]([CH3:30])[CH:27]=[CH:28][CH:29]=3)=[N:16][C:17]([C:20]([F:23])([F:22])[F:21])=[CH:18][CH:19]=2)=[O:11])=[CH:5][CH:4]=1.[C:32]([O:36][C:37]([NH:39][S:40](N1C=CC(=[N+](C)C)C=C1)(=[O:42])=[O:41])=[O:38])([CH3:35])([CH3:34])[CH3:33].C(N(CC)CC)C, predict the reaction product. The product is: [O:11]=[C:10]([NH:12][CH2:13][C:14]1[C:15]([C:24]2[CH:25]=[C:26]([CH3:30])[CH:27]=[CH:28][CH:29]=2)=[N:16][C:17]([C:20]([F:23])([F:21])[F:22])=[CH:18][CH:19]=1)[CH:9]([C:6]1[CH:5]=[CH:4][C:3]([CH2:2][NH:1][S:40]([NH:39][C:37](=[O:38])[O:36][C:32]([CH3:34])([CH3:33])[CH3:35])(=[O:41])=[O:42])=[CH:8][CH:7]=1)[CH3:31]. (4) Given the reactants [Cl:1][C:2]1[CH:18]=[CH:17][C:5]([CH2:6][N:7]2[CH2:12][C@H:11]([CH3:13])[C:10](=[N:14]O)[CH2:9][C@H:8]2[CH3:16])=[CH:4][CH:3]=1.[H-].[H-].[H-].[H-].[Li+].[Al+3].CO, predict the reaction product. The product is: [Cl:1][C:2]1[CH:18]=[CH:17][C:5]([CH2:6][N:7]2[CH2:12][C@H:11]([CH3:13])[CH:10]([NH2:14])[CH2:9][C@H:8]2[CH3:16])=[CH:4][CH:3]=1. (5) Given the reactants [CH3:1][N:2]([CH3:30])[C:3]1[CH:29]=[CH:28][C:6]([C:7]([N:9]2[C:18]3[C:13](=[CH:14][CH:15]=[CH:16][CH:17]=3)[C@H:12]([NH:19][C:20]3[CH:25]=[CH:24][C:23]([Cl:26])=[CH:22][CH:21]=3)[CH2:11][C@@H:10]2[CH3:27])=[O:8])=[CH:5][CH:4]=1.C(N(C(C)C)CC)(C)C.[C:40](Cl)(=[O:42])[CH3:41], predict the reaction product. The product is: [Cl:26][C:23]1[CH:22]=[CH:21][C:20]([N:19]([C@H:12]2[C:13]3[C:18](=[CH:17][CH:16]=[CH:15][CH:14]=3)[N:9]([C:7](=[O:8])[C:6]3[CH:5]=[CH:4][C:3]([N:2]([CH3:1])[CH3:30])=[CH:29][CH:28]=3)[C@@H:10]([CH3:27])[CH2:11]2)[C:40](=[O:42])[CH3:41])=[CH:25][CH:24]=1. (6) Given the reactants Cl.[Cl:2][C:3]1[CH:4]=[C:5]([C@H:9]2[O:14][CH2:13][CH2:12][NH:11][CH2:10]2)[CH:6]=[CH:7][CH:8]=1.C(N(CC)CC)C.[F:22][C:23]([F:28])([F:27])[C@@H:24]1[CH2:26][O:25]1, predict the reaction product. The product is: [Cl:2][C:3]1[CH:4]=[C:5]([C@@H:9]2[CH2:10][N:11]([CH2:26][C@H:24]([OH:25])[C:23]([F:28])([F:27])[F:22])[CH2:12][CH2:13][O:14]2)[CH:6]=[CH:7][CH:8]=1. (7) Given the reactants Cl.C(N=C=NCCCN(C)C)C.[O:13]=[C:14]1[C:18]([C:25]2[CH:30]=[CH:29][CH:28]=[CH:27][CH:26]=2)([C:19]2[CH:24]=[CH:23][CH:22]=[CH:21][CH:20]=2)[CH2:17][CH2:16][N:15]1[CH2:31][C:32](O)=[O:33].[CH3:35][N:36]1[CH:40]=[CH:39][C:38]([CH2:41][NH2:42])=[N:37]1, predict the reaction product. The product is: [CH3:35][N:36]1[CH:40]=[CH:39][C:38]([CH2:41][NH:42][C:32](=[O:33])[CH2:31][N:15]2[CH2:16][CH2:17][C:18]([C:19]3[CH:20]=[CH:21][CH:22]=[CH:23][CH:24]=3)([C:25]3[CH:26]=[CH:27][CH:28]=[CH:29][CH:30]=3)[C:14]2=[O:13])=[N:37]1.